This data is from Forward reaction prediction with 1.9M reactions from USPTO patents (1976-2016). The task is: Predict the product of the given reaction. (1) Given the reactants [NH2:1][C:2]1[CH:7]=[CH:6][C:5]([N:8]2[C:14](=[O:15])[CH2:13][C:12](=[O:16])[NH:11][C:10]3[C:17]4[C:22]([CH:23]=[CH:24][C:9]2=3)=[CH:21][CH:20]=[CH:19][CH:18]=4)=[CH:4][CH:3]=1.[CH:25]([C:28]1[CH:36]=[CH:35][CH:34]=[CH:33][C:29]=1[C:30](Cl)=[O:31])([CH3:27])[CH3:26].NC1C=CC(N2C3C(=C4C(=CC=3)C=NC=C4)NC(=O)CC2=O)=CC=1, predict the reaction product. The product is: [CH:25]([C:28]1[CH:36]=[CH:35][CH:34]=[CH:33][C:29]=1[C:30]([NH:1][C:2]1[CH:7]=[CH:6][C:5]([N:8]2[C:14](=[O:15])[CH2:13][C:12](=[O:16])[NH:11][C:10]3[C:17]4[C:22]([CH:23]=[CH:24][C:9]2=3)=[CH:21][CH:20]=[CH:19][CH:18]=4)=[CH:4][CH:3]=1)=[O:31])([CH3:27])[CH3:26]. (2) The product is: [C:12]([C:7]1[CH:8]=[CH:9][CH:10]=[C:11]2[C:6]=1[CH2:5][CH2:4][CH:3]2[CH2:1][N:17]1[CH2:16][CH2:15][N:14]([C:20]([O:22][C:23]([CH3:26])([CH3:25])[CH3:24])=[O:21])[CH2:19][CH2:18]1)#[N:13]. Given the reactants [CH:1]([CH:3]1[C:11]2[CH:10]=[CH:9][CH:8]=[C:7]([C:12]#[N:13])[C:6]=2[CH2:5][CH2:4]1)=O.[N:14]1([C:20]([O:22][C:23]([CH3:26])([CH3:25])[CH3:24])=[O:21])[CH2:19][CH2:18][NH:17][CH2:16][CH2:15]1.C([BH3-])#N.[Na+].C(O)(=O)C, predict the reaction product. (3) Given the reactants [C:1]([C:3]1[C:8](F)=[CH:7][C:6]([F:10])=[CH:5][N:4]=1)#[N:2].[NH2:11][C@H:12]1[CH2:17][CH2:16][C@H:15]([OH:18])[CH2:14][CH2:13]1.C(=O)([O-])[O-].[K+].[K+].O, predict the reaction product. The product is: [C:1]([C:3]1[C:8]([NH:11][C@H:12]2[CH2:17][CH2:16][C@H:15]([OH:18])[CH2:14][CH2:13]2)=[CH:7][C:6]([F:10])=[CH:5][N:4]=1)#[N:2]. (4) Given the reactants [CH:1]1([C:4]([NH:6][C:7]2[N:8]=[C:9]3[CH:14]=[CH:13][C:12]([O:15][C:16]4[CH:21]=[CH:20][C:19]([NH:22][C:23]([C:25]5[C:26](=[O:38])[N:27]([C:32]6[CH:37]=[CH:36][CH:35]=[CH:34][CH:33]=6)[C:28]([CH3:31])=[CH:29][CH:30]=5)=[O:24])=[CH:18][C:17]=4[F:39])=[CH:11][N:10]3[CH:40]=2)=[O:5])[CH2:3][CH2:2]1.[CH3:41][S:42]([OH:45])(=[O:44])=[O:43].C(OCC)C, predict the reaction product. The product is: [CH3:41][S:42]([OH:45])(=[O:44])=[O:43].[CH:1]1([C:4]([NH:6][C:7]2[N:8]=[C:9]3[CH:14]=[CH:13][C:12]([O:15][C:16]4[CH:21]=[CH:20][C:19]([NH:22][C:23]([C:25]5[C:26](=[O:38])[N:27]([C:32]6[CH:33]=[CH:34][CH:35]=[CH:36][CH:37]=6)[C:28]([CH3:31])=[CH:29][CH:30]=5)=[O:24])=[CH:18][C:17]=4[F:39])=[CH:11][N:10]3[CH:40]=2)=[O:5])[CH2:3][CH2:2]1. (5) Given the reactants I[C:2]1[CH:18]=[CH:17][C:5]([O:6][C:7]2[CH:12]=[C:11]([C:13]([F:16])([F:15])[F:14])[CH:10]=[CH:9][N:8]=2)=[CH:4][CH:3]=1.C(N(CC)CC)C.[CH3:26][CH:27]([OH:31])[CH2:28][C:29]#[CH:30], predict the reaction product. The product is: [F:14][C:13]([F:16])([F:15])[C:11]1[CH:10]=[CH:9][N:8]=[C:7]([O:6][C:5]2[CH:17]=[CH:18][C:2]([C:30]#[C:29][CH2:28][CH:27]([OH:31])[CH3:26])=[CH:3][CH:4]=2)[CH:12]=1. (6) Given the reactants [CH3:1][O:2][NH:3][C:4]([C:6]1[C:7](=[O:29])[C:8]2[CH:13]=[N:12][C:11](S(C)(=O)=O)=[N:10][C:9]=2[N:18]([C:20]2[CH:21]=[C:22]3[C:26](=[CH:27][CH:28]=2)[CH2:25][CH2:24][CH2:23]3)[CH:19]=1)=[O:5].[NH2:30][C:31]1[CH:32]=[C:33]([N:37]2[CH2:42][CH2:41][N:40]([C:43](=[O:45])[CH3:44])[CH2:39][CH2:38]2)[CH:34]=[CH:35][CH:36]=1, predict the reaction product. The product is: [CH3:1][O:2][NH:3][C:4]([C:6]1[C:7](=[O:29])[C:8]2[CH:13]=[N:12][C:11]([NH:30][C:31]3[CH:36]=[CH:35][CH:34]=[C:33]([N:37]4[CH2:38][CH2:39][N:40]([C:43](=[O:45])[CH3:44])[CH2:41][CH2:42]4)[CH:32]=3)=[N:10][C:9]=2[N:18]([C:20]2[CH:21]=[C:22]3[C:26](=[CH:27][CH:28]=2)[CH2:25][CH2:24][CH2:23]3)[CH:19]=1)=[O:5].